From a dataset of NCI-60 drug combinations with 297,098 pairs across 59 cell lines. Regression. Given two drug SMILES strings and cell line genomic features, predict the synergy score measuring deviation from expected non-interaction effect. (1) Drug 1: CCCS(=O)(=O)NC1=C(C(=C(C=C1)F)C(=O)C2=CNC3=C2C=C(C=N3)C4=CC=C(C=C4)Cl)F. Drug 2: CN(CC1=CN=C2C(=N1)C(=NC(=N2)N)N)C3=CC=C(C=C3)C(=O)NC(CCC(=O)O)C(=O)O. Cell line: MDA-MB-435. Synergy scores: CSS=22.0, Synergy_ZIP=-4.12, Synergy_Bliss=-1.81, Synergy_Loewe=-6.85, Synergy_HSA=-2.96. (2) Drug 1: C(=O)(N)NO. Synergy scores: CSS=1.33, Synergy_ZIP=-0.343, Synergy_Bliss=-0.422, Synergy_Loewe=-5.79, Synergy_HSA=-3.72. Drug 2: COCCOC1=C(C=C2C(=C1)C(=NC=N2)NC3=CC=CC(=C3)C#C)OCCOC.Cl. Cell line: NCI/ADR-RES.